This data is from Catalyst prediction with 721,799 reactions and 888 catalyst types from USPTO. The task is: Predict which catalyst facilitates the given reaction. (1) Reactant: [Cl:1][C:2]1[C:7]([N+:8]([O-])=O)=[C:6]([NH:11][C:12](=[O:18])[O:13][C:14]([CH3:17])([CH3:16])[CH3:15])[CH:5]=[C:4]([Cl:19])[N:3]=1. Product: [NH2:8][C:7]1[C:2]([Cl:1])=[N:3][C:4]([Cl:19])=[CH:5][C:6]=1[NH:11][C:12](=[O:18])[O:13][C:14]([CH3:15])([CH3:16])[CH3:17]. The catalyst class is: 190. (2) Reactant: [Cl:1][C:2]1[CH:3]=[C:4]([NH:16][C:17]2[C:29]3[C:28]4[CH2:27][CH2:26][NH:25][CH2:24][C:23]=4[S:22][C:21]=3[N:20]=[CH:19][N:18]=2)[CH:5]=[CH:6][C:7]=1[O:8][CH2:9][C:10]1[CH:15]=[CH:14][CH:13]=[CH:12][N:11]=1.[O:30]1[CH2:35][CH2:34][CH2:33][CH2:32][CH:31]1[O:36][CH2:37][CH2:38][CH:39]=[CH:40][C:41](O)=[O:42].C(N(C(C)C)CC)(C)C. Product: [Cl:1][C:2]1[CH:3]=[C:4]([NH:16][C:17]2[C:29]3[C:28]4[CH2:27][CH2:26][N:25]([C:41](=[O:42])[CH:40]=[CH:39][CH2:38][CH2:37][O:36][CH:31]5[CH2:32][CH2:33][CH2:34][CH2:35][O:30]5)[CH2:24][C:23]=4[S:22][C:21]=3[N:20]=[CH:19][N:18]=2)[CH:5]=[CH:6][C:7]=1[O:8][CH2:9][C:10]1[CH:15]=[CH:14][CH:13]=[CH:12][N:11]=1. The catalyst class is: 410. (3) Reactant: [CH3:1][O:2][C:3](=[O:27])[C@H:4]([NH:17][C:18]1[CH:23]=[C:22]([CH3:24])[C:21]([F:25])=[C:20]([CH3:26])[CH:19]=1)[CH2:5][CH2:6][CH2:7][CH2:8][NH:9]C(OC(C)(C)C)=O.FC(F)(F)C(O)=O. Product: [CH3:1][O:2][C:3](=[O:27])[C@H:4]([NH:17][C:18]1[CH:23]=[C:22]([CH3:24])[C:21]([F:25])=[C:20]([CH3:26])[CH:19]=1)[CH2:5][CH2:6][CH2:7][CH2:8][NH2:9]. The catalyst class is: 4. (4) Reactant: [NH2:1][C:2]1[CH:3]=[CH:4][CH:5]=[C:6]2[C:10]=1[NH:9][C:8]([C:11]([NH2:13])=[O:12])=[C:7]2[S:14]([N:17]1[CH2:22][CH2:21][O:20][CH2:19][CH2:18]1)(=[O:16])=[O:15].C(N(CC)CC)C.[C:30](OC(=O)C)(=[O:32])[CH3:31]. Product: [C:30]([NH:1][C:2]1[CH:3]=[CH:4][CH:5]=[C:6]2[C:10]=1[NH:9][C:8]([C:11]([NH2:13])=[O:12])=[C:7]2[S:14]([N:17]1[CH2:18][CH2:19][O:20][CH2:21][CH2:22]1)(=[O:16])=[O:15])(=[O:32])[CH3:31]. The catalyst class is: 4. (5) Reactant: CN(C(ON1N=NC2C=CC=NC1=2)=[N+](C)C)C.F[P-](F)(F)(F)(F)F.[CH3:25][O:26][C:27]1[CH:28]=[C:29]([C:37]([OH:39])=O)[C:30]2[N:34]=[C:33]([CH3:35])[NH:32][C:31]=2[CH:36]=1.[NH2:40][C:41]1[CH:46]=[CH:45][C:44]([CH3:47])=[CH:43][N:42]=1.CCN(C(C)C)C(C)C. Product: [CH3:47][C:44]1[CH:45]=[CH:46][C:41]([NH:40][C:37]([C:29]2[C:30]3[N:34]=[C:33]([CH3:35])[NH:32][C:31]=3[CH:36]=[C:27]([O:26][CH3:25])[CH:28]=2)=[O:39])=[N:42][CH:43]=1. The catalyst class is: 18. (6) Reactant: [H-].C([Al+]CC(C)C)C(C)C.[Cl:11][C:12]1[C:17]([F:18])=[CH:16][C:15]([C:19]2[N:20]=[C:21]([N:28]3[CH2:33][CH2:32][NH:31][CH:30]([C:34](OCC)=[O:35])[CH2:29]3)[C:22]3[S:27][CH:26]=[CH:25][C:23]=3[N:24]=2)=[C:14]([F:39])[CH:13]=1.[ClH:40].[OH-].[Na+].Cl.O1CCOCC1. The catalyst class is: 1. Product: [ClH:11].[ClH:40].[Cl:11][C:12]1[C:17]([F:18])=[CH:16][C:15]([C:19]2[N:20]=[C:21]([N:28]3[CH2:33][CH2:32][NH:31][CH:30]([CH2:34][OH:35])[CH2:29]3)[C:22]3[S:27][CH:26]=[CH:25][C:23]=3[N:24]=2)=[C:14]([F:39])[CH:13]=1. (7) The catalyst class is: 33. Reactant: [CH3:1][N:2]([CH3:26])[CH2:3][CH2:4][O:5][C:6]1[C:11]([CH2:12][CH3:13])=[CH:10][C:9]([C:14]2[N:19]=[C:18]([NH:20]C(=O)C)[CH:17]=[CH:16][CH:15]=2)=[C:8]([O:24][CH3:25])[CH:7]=1. Product: [CH3:26][N:2]([CH3:1])[CH2:3][CH2:4][O:5][C:6]1[C:11]([CH2:12][CH3:13])=[CH:10][C:9]([C:14]2[N:19]=[C:18]([NH2:20])[CH:17]=[CH:16][CH:15]=2)=[C:8]([O:24][CH3:25])[CH:7]=1. (8) Reactant: [F:1][C:2]([F:15])([F:14])[S:3]([O:6]S(C(F)(F)F)(=O)=O)(=[O:5])=[O:4].O[C:17]1[CH:25]=[C:24]2[C:20]([CH:21]=[C:22]([C:26]([O:28][CH3:29])=[O:27])[NH:23]2)=[CH:19][CH:18]=1.C(N(CC)CC)C.[C:37](O[C:37]([O:39][C:40]([CH3:43])([CH3:42])[CH3:41])=[O:38])([O:39][C:40]([CH3:43])([CH3:42])[CH3:41])=[O:38]. Product: [F:1][C:2]([F:15])([F:14])[S:3]([O:6][C:17]1[CH:25]=[C:24]2[C:20]([CH:21]=[C:22]([C:26]([O:28][CH3:29])=[O:27])[N:23]2[C:37]([O:39][C:40]([CH3:43])([CH3:42])[CH3:41])=[O:38])=[CH:19][CH:18]=1)(=[O:5])=[O:4]. The catalyst class is: 96.